Dataset: Catalyst prediction with 721,799 reactions and 888 catalyst types from USPTO. Task: Predict which catalyst facilitates the given reaction. (1) Reactant: C(O[Na:6])(C)(C)C.[Cl:7][C:8]1[CH:9]=[CH:10][C:11]([O:27][CH2:28][C:29]2[CH:34]=[CH:33][C:32]([Cl:35])=[CH:31][C:30]=2[CH2:36][CH3:37])=[C:12]([CH:26]=1)[CH2:13][N:14]1[C:22]2[CH:21]=[CH:20][CH:19]=[C:18]([C:23]([OH:25])=[O:24])[C:17]=2[CH:16]=[CH:15]1. Product: [Cl:7][C:8]1[CH:9]=[CH:10][C:11]([O:27][CH2:28][C:29]2[CH:34]=[CH:33][C:32]([Cl:35])=[CH:31][C:30]=2[CH2:36][CH3:37])=[C:12]([CH:26]=1)[CH2:13][N:14]1[C:22]2[CH:21]=[CH:20][CH:19]=[C:18]([C:23]([O-:25])=[O:24])[C:17]=2[CH:16]=[CH:15]1.[Na+:6]. The catalyst class is: 5. (2) Product: [C:1]([O:5][C@@H:6]([C:12]1[C:37]([CH3:38])=[CH:36][C:15]2[N:16]=[C:17]([C:19]3[CH:24]=[CH:23][N:22]=[C:21]([C:25]4[CH:26]=[C:27]5[C:32](=[CH:33][CH:34]=4)[N:31]=[C:30]([O:35][S:54]([C:53]([F:66])([F:65])[F:52])(=[O:56])=[O:55])[CH:29]=[CH:28]5)[CH:20]=3)[S:18][C:14]=2[C:13]=1[C:39]1[CH:40]=[CH:41][C:42]([Cl:45])=[CH:43][CH:44]=1)[C:7]([O:9][CH2:10][CH3:11])=[O:8])([CH3:2])([CH3:3])[CH3:4]. The catalyst class is: 91. Reactant: [C:1]([O:5][C@@H:6]([C:12]1[C:37]([CH3:38])=[CH:36][C:15]2[N:16]=[C:17]([C:19]3[CH:24]=[CH:23][N:22]=[C:21]([C:25]4[CH:26]=[C:27]5[C:32](=[CH:33][CH:34]=4)[NH:31][C:30](=[O:35])[CH:29]=[CH:28]5)[CH:20]=3)[S:18][C:14]=2[C:13]=1[C:39]1[CH:44]=[CH:43][C:42]([Cl:45])=[CH:41][CH:40]=1)[C:7]([O:9][CH2:10][CH3:11])=[O:8])([CH3:4])([CH3:3])[CH3:2].N1C=CC=CC=1.[F:52][C:53]([F:66])([F:65])[S:54](O[S:54]([C:53]([F:66])([F:65])[F:52])(=[O:56])=[O:55])(=[O:56])=[O:55]. (3) Reactant: Cl[C:2]1[N:11]=[CH:10][CH:9]=[CH:8][C:3]=1[C:4]([O:6][CH3:7])=[O:5].[Cl:12][C:13]1[CH:14]=[C:15]([CH:30]=[CH:31][C:32]=1[Cl:33])[O:16][CH:17]1[CH2:22][CH2:21][N:20]([CH2:23][CH:24]2[CH2:29][CH2:28][NH:27][CH2:26][CH2:25]2)[CH2:19][CH2:18]1.C(=O)([O-])[O-]. Product: [Cl:12][C:13]1[CH:14]=[C:15]([CH:30]=[CH:31][C:32]=1[Cl:33])[O:16][CH:17]1[CH2:18][CH2:19][N:20]([CH2:23][CH:24]2[CH2:25][CH2:26][N:27]([C:2]3[N:11]=[CH:10][CH:9]=[CH:8][C:3]=3[C:4]([O:6][CH3:7])=[O:5])[CH2:28][CH2:29]2)[CH2:21][CH2:22]1. The catalyst class is: 44. (4) Reactant: [CH3:1][C:2]1[CH:10]=[CH:9][C:5]2[O:6][CH2:7][O:8][C:4]=2[CH:3]=1.[N+:11]([O-])([OH:13])=[O:12]. Product: [CH3:1][C:2]1[C:10]([N+:11]([O-:13])=[O:12])=[CH:9][C:5]2[O:6][CH2:7][O:8][C:4]=2[CH:3]=1. The catalyst class is: 452. (5) Reactant: [Br:1][C:2]12[CH2:11][CH:6]3[CH2:7][CH:8]([CH2:10][C:4]([CH2:12]Br)([CH2:5]3)[CH2:3]1)[CH2:9]2.[I:14][C:15]1[CH:16]=[N:17][NH:18][CH:19]=1.[H-].[Na+]. Product: [Br:1][C:2]12[CH2:11][CH:6]3[CH2:7][CH:8]([CH2:10][C:4]([CH2:12][N:17]4[CH:16]=[C:15]([I:14])[CH:19]=[N:18]4)([CH2:5]3)[CH2:3]1)[CH2:9]2. The catalyst class is: 9. (6) Reactant: [NH2:1][C:2]1[S:3][CH:4]=[C:5]([C:7]2[CH:12]=[CH:11][C:10]([NH:13][C:14]([CH2:16][N:17]([C:27]3[CH:39]=[CH:38][C:30]([O:31][CH2:32][C:33]([O:35]CC)=[O:34])=[CH:29][CH:28]=3)[C:18](=[O:26])[C:19]3[CH:24]=[CH:23][C:22]([F:25])=[CH:21][CH:20]=3)=[O:15])=[CH:9][CH:8]=2)[N:6]=1.[OH-].[Na+:41]. Product: [NH2:1][C:2]1[S:3][CH:4]=[C:5]([C:7]2[CH:8]=[CH:9][C:10]([NH:13][C:14]([CH2:16][N:17]([C:27]3[CH:28]=[CH:29][C:30]([O:31][CH2:32][C:33]([O-:35])=[O:34])=[CH:38][CH:39]=3)[C:18](=[O:26])[C:19]3[CH:20]=[CH:21][C:22]([F:25])=[CH:23][CH:24]=3)=[O:15])=[CH:11][CH:12]=2)[N:6]=1.[Na+:41]. The catalyst class is: 8. (7) Reactant: [C:1]([C:3]1[CH:4]=[C:5]2[C:9](=[CH:10][CH:11]=1)[N:8]([C:12]1[CH:17]=[CH:16][CH:15]=[C:14]([C:18]#[C:19][C@:20]3([OH:27])[CH2:24][CH2:23][N:22]([CH3:25])[C:21]3=[O:26])[CH:13]=1)[N:7]=[C:6]2[C:28]([O:30]C)=O)#[N:2].[NH3:32]. Product: [C:1]([C:3]1[CH:4]=[C:5]2[C:9](=[CH:10][CH:11]=1)[N:8]([C:12]1[CH:17]=[CH:16][CH:15]=[C:14]([C:18]#[C:19][C@:20]3([OH:27])[CH2:24][CH2:23][N:22]([CH3:25])[C:21]3=[O:26])[CH:13]=1)[N:7]=[C:6]2[C:28]([NH2:32])=[O:30])#[N:2]. The catalyst class is: 5. (8) Product: [NH2:1][C@H:2]([C:7]([OH:9])=[O:8])[CH2:3][CH:4]([CH3:6])[CH3:5].[CH3:17][N:18]1[C@@H:35]2[CH2:36][C:23]3[CH:24]=[CH:25][C:26]([O:37][CH3:38])=[C:27]4[O:28][C@H:29]5[C:30]([CH2:32][CH2:33][C@@H:34]2[C@:21]5([C:22]=34)[CH2:20][CH2:19]1)=[O:31]. The catalyst class is: 12. Reactant: [NH:1](C(OC(C)(C)C)=O)[C@H:2]([C:7]([OH:9])=[O:8])[CH2:3][CH:4]([CH3:6])[CH3:5].[CH3:17][N:18]1[C@@H:35]2[CH2:36][C:23]3[CH:24]=[CH:25][C:26]([O:37][CH3:38])=[C:27]4[O:28][C@H:29]5[C:30]([CH2:32][CH2:33][C@@H:34]2[C@:21]5([C:22]=34)[CH2:20][CH2:19]1)=[O:31].Cl.